This data is from Forward reaction prediction with 1.9M reactions from USPTO patents (1976-2016). The task is: Predict the product of the given reaction. (1) The product is: [CH2:44]([N:28]([CH2:26][CH3:27])[C:29](=[O:43])[O:30][C:31]1[C:40]2[C:35](=[CH:36][CH:37]=[CH:38][CH:39]=2)[C:34]([CH2:41][NH:21][C:19]([C:12]2[C:10]3[O:11][C:7]4[C@@:8]([CH3:24])([C:22](=[O:23])[C:4]([C:1](=[O:3])[CH3:2])=[C:5]([OH:25])[CH:6]=4)[C:9]=3[C:15]([OH:16])=[CH:14][C:13]=2[O:17][CH3:18])=[O:20])=[CH:33][CH:32]=1)[CH3:45]. Given the reactants [C:1]([C:4]1[C:22](=[O:23])[C@@:8]2([CH3:24])[C:9]3[C:15]([OH:16])=[CH:14][C:13]([O:17][CH3:18])=[C:12]([C:19]([NH2:21])=[O:20])[C:10]=3[O:11][C:7]2=[CH:6][C:5]=1[OH:25])(=[O:3])[CH3:2].[CH2:26]([N:28]([CH2:44][CH3:45])[C:29](=[O:43])[O:30][C:31]1[C:40]2[C:35](=[CH:36][CH:37]=[CH:38][CH:39]=2)[C:34]([CH:41]=O)=[CH:33][CH:32]=1)[CH3:27].C([SiH](CC)CC)C.FC(F)(F)C(O)=O, predict the reaction product. (2) Given the reactants F[C@H]1CCNC1.C(N1CCN(C(=O)CC2C[C@@H](C(N3CC[S:26]C3)=O)NC2)CC1)C.O[CH:31]([CH2:48][CH2:49][C:50]1[CH:55]=CC=CC=1)[C:32]([NH:34][CH2:35][CH:36]1[CH2:40][CH:39]([C:41]([N:43]2[CH2:47][CH2:46][S:45][CH2:44]2)=[O:42])[NH:38][CH2:37]1)=[O:33], predict the reaction product. The product is: [S:45]1[CH2:46][CH2:47][N:43]([C:41]([C@H:39]2[NH:38][CH2:37][C@@H:36]([CH2:35][NH:34][C:32](=[O:33])[CH2:31][C:48]3[S:26][CH:55]=[CH:50][CH:49]=3)[CH2:40]2)=[O:42])[CH2:44]1. (3) Given the reactants CC([O-])(C)C.[K+].[O:7]1[CH2:12][CH2:11][N:10]([C:13]2[CH:14]=[C:15]([C:19]([N+:22]([O-:24])=[O:23])=[CH:20][N:21]=2)[C:16]([OH:18])=[O:17])[CH2:9][CH2:8]1.[NH2:25]C.Cl, predict the reaction product. The product is: [NH2:25][C:20]1[C:19]([N+:22]([O-:24])=[O:23])=[C:15]([CH:14]=[C:13]([N:10]2[CH2:11][CH2:12][O:7][CH2:8][CH2:9]2)[N:21]=1)[C:16]([OH:18])=[O:17]. (4) Given the reactants [O:1]=[C:2]1[CH2:6][CH2:5][C:4]([C:7]2[C:11]3[CH2:12][N:13]([C:16]([O:18][C:19]([CH3:22])([CH3:21])[CH3:20])=[O:17])[CH2:14][CH2:15][C:10]=3[N:9]([CH2:23][O:24][CH2:25][CH2:26][Si:27]([CH3:30])([CH3:29])[CH3:28])[N:8]=2)=[CH:3]1.CC(C[AlH]CC(C)C)C, predict the reaction product. The product is: [OH:1][CH:2]1[CH2:6][CH2:5][C:4]([C:7]2[C:11]3[CH2:12][N:13]([C:16]([O:18][C:19]([CH3:22])([CH3:21])[CH3:20])=[O:17])[CH2:14][CH2:15][C:10]=3[N:9]([CH2:23][O:24][CH2:25][CH2:26][Si:27]([CH3:30])([CH3:29])[CH3:28])[N:8]=2)=[CH:3]1.